Dataset: Full USPTO retrosynthesis dataset with 1.9M reactions from patents (1976-2016). Task: Predict the reactants needed to synthesize the given product. (1) Given the product [ClH:36].[CH3:2][N:3]([CH3:35])[C:4]1([C:29]2[CH:30]=[CH:31][CH:32]=[CH:33][CH:34]=2)[CH2:9][CH2:8][CH:7]([NH:10][C:11]([N:13]2[CH2:14][CH2:15][CH:16]([C:19]3[C:27]4[C:22](=[CH:23][CH:24]=[C:25]([F:28])[CH:26]=4)[NH:21][CH:20]=3)[CH2:17][CH2:18]2)=[O:12])[CH2:6][CH2:5]1.[CH3:2][N:3]([CH3:35])[C:4]1([C:29]2[CH:30]=[CH:31][CH:32]=[CH:33][CH:34]=2)[CH2:9][CH2:8][CH:7]([NH:10][C:11]([N:13]2[CH2:14][CH2:15][CH:16]([C:19]3[C:27]4[C:22](=[CH:23][CH:24]=[C:25]([F:28])[CH:26]=4)[NH:21][CH:20]=3)[CH2:17][CH2:18]2)=[O:12])[CH2:6][CH2:5]1, predict the reactants needed to synthesize it. The reactants are: Cl.[CH3:2][N:3]([CH3:35])[C:4]1([C:29]2[CH:34]=[CH:33][CH:32]=[CH:31][CH:30]=2)[CH2:9][CH2:8][CH:7]([NH:10][C:11]([N:13]2[CH2:18][CH2:17][CH:16]([C:19]3[C:27]4[C:22](=[CH:23][CH:24]=[C:25]([F:28])[CH:26]=4)[NH:21][CH:20]=3)[CH2:15][CH2:14]2)=[O:12])[CH2:6][CH2:5]1.[Cl:36][Si](C)(C)C. (2) Given the product [CH:15]1([N:12]2[C:10]3[N:11]=[C:6]([CH:4]4[CH2:3][N:2]([C:23]5[NH:27][C:26]6[CH:28]=[CH:29][CH:30]=[CH:31][C:25]=6[N:24]=5)[CH2:5]4)[NH:7][C:8](=[O:21])[C:9]=3[CH:14]=[N:13]2)[CH2:20][CH2:19][CH2:18][CH2:17][CH2:16]1, predict the reactants needed to synthesize it. The reactants are: Cl.[NH:2]1[CH2:5][CH:4]([C:6]2[NH:7][C:8](=[O:21])[C:9]3[CH:14]=[N:13][N:12]([CH:15]4[CH2:20][CH2:19][CH2:18][CH2:17][CH2:16]4)[C:10]=3[N:11]=2)[CH2:3]1.Cl[C:23]1[NH:27][C:26]2[CH:28]=[CH:29][CH:30]=[CH:31][C:25]=2[N:24]=1.C(=O)([O-])[O-].[K+].[K+].CC(O)C. (3) Given the product [Br:1][C:2]1[CH:10]=[CH:9][C:5]([C:6]([N:17]2[CH2:21][CH2:20][CH2:19][CH2:18]2)=[O:8])=[CH:4][C:3]=1[O:11][CH2:12][C:13]([F:16])([F:15])[F:14], predict the reactants needed to synthesize it. The reactants are: [Br:1][C:2]1[CH:10]=[CH:9][C:5]([C:6]([OH:8])=O)=[CH:4][C:3]=1[O:11][CH2:12][C:13]([F:16])([F:15])[F:14].[NH:17]1[CH2:21][CH2:20][CH2:19][CH2:18]1. (4) Given the product [CH3:1][C@:2]12[C@@:19]3([CH3:20])[C@@H:10]([C@:11]4([CH3:24])[C@@H:16]([CH2:17][CH2:18]3)[C:15]([CH3:21])([CH3:22])[C@@H:14]([O:23][C:49]([C@H:48]3[C@@H:46]([CH2:45][C:44]([O:43][CH3:42])=[O:54])[C:47]3([CH3:53])[CH3:52])=[O:50])[CH2:13][CH2:12]4)[CH2:9][CH2:8][C@@H:7]1[C@H:6]1[C@H:25]([C:28]([CH3:30])=[CH2:29])[CH2:26][CH2:27][C@:5]1([C:31]1[O:32][C:33]([C:36]3[CH:37]=[CH:38][CH:39]=[CH:40][CH:41]=3)=[N:34][N:35]=1)[CH2:4][CH2:3]2, predict the reactants needed to synthesize it. The reactants are: [CH3:1][C@:2]12[C@@:19]3([CH3:20])[C@@H:10]([C@:11]4([CH3:24])[C@@H:16]([CH2:17][CH2:18]3)[C:15]([CH3:22])([CH3:21])[C@@H:14]([OH:23])[CH2:13][CH2:12]4)[CH2:9][CH2:8][C@@H:7]1[C@H:6]1[C@H:25]([C:28]([CH3:30])=[CH2:29])[CH2:26][CH2:27][C@:5]1([C:31]1[O:32][C:33]([C:36]3[CH:41]=[CH:40][CH:39]=[CH:38][CH:37]=3)=[N:34][N:35]=1)[CH2:4][CH2:3]2.[CH3:42][O:43][C:44](=[O:54])[CH2:45][C@@H:46]1[C@H:48]([C:49](O)=[O:50])[C:47]1([CH3:53])[CH3:52].CCN(C(C)C)C(C)C.C1COCC1. (5) Given the product [CH3:19][C:10]1[CH:9]=[CH:8][CH:7]=[CH:6][C:5]=1[C:3](=[O:4])[CH2:2][C:13]([O:16][CH3:17])=[O:18], predict the reactants needed to synthesize it. The reactants are: C[CH2:2][C:3]([C:5]1[CH:10]=[CH:9][CH:8]=[CH:7][CH:6]=1)=[O:4].[H-].[Na+].[C:13](=[O:18])([O:16][CH3:17])OC.[C:19]1(C)C=CC=CC=1.